Dataset: Forward reaction prediction with 1.9M reactions from USPTO patents (1976-2016). Task: Predict the product of the given reaction. (1) Given the reactants Cl[C:2]1[N:7]=[C:6]([C:8]([OH:10])=[O:9])[CH:5]=[CH:4][C:3]=1[CH:11]1[CH2:13][CH2:12]1.[F:14][C:15]([F:22])([F:21])[C@@H:16]([OH:20])[CH2:17][CH2:18][OH:19].CC(C)([O-])C.[K+].Cl, predict the reaction product. The product is: [CH:11]1([C:3]2[CH:4]=[CH:5][C:6]([C:8]([OH:10])=[O:9])=[N:7][C:2]=2[O:20][C@H:16]([C:15]([F:22])([F:21])[F:14])[CH2:17][CH2:18][OH:19])[CH2:13][CH2:12]1. (2) Given the reactants C([O:3][C:4]([C:6]1([C:18]2[CH:23]=[CH:22][CH:21]=[C:20]([C:24]([CH3:26])=[CH2:25])[CH:19]=2)[CH2:10][CH2:9][N:8]([CH2:11][C:12]2[CH:17]=[CH:16][CH:15]=[CH:14][CH:13]=2)[CH2:7]1)=[O:5])C.O.[OH-].[Li+].Cl, predict the reaction product. The product is: [CH2:11]([N:8]1[CH2:9][CH2:10][C:6]([C:18]2[CH:23]=[CH:22][CH:21]=[C:20]([C:24]([CH3:26])=[CH2:25])[CH:19]=2)([C:4]([OH:5])=[O:3])[CH2:7]1)[C:12]1[CH:13]=[CH:14][CH:15]=[CH:16][CH:17]=1. (3) Given the reactants [CH2:1]([C:18]([OH:20])=[O:19])[CH2:2][CH2:3][CH2:4][CH2:5][CH2:6][CH2:7][CH2:8][CH2:9][CH2:10][CH2:11][CH2:12][CH2:13][CH2:14][C:15]([OH:17])=[O:16].[CH2:21](O)[C:22]1[CH:27]=[CH:26][CH:25]=[CH:24][CH:23]=1.[C:29]1([CH3:39])[CH:34]=[CH:33][C:32](S(O)(=O)=O)=[CH:31][CH:30]=1, predict the reaction product. The product is: [CH2:21]([O:16][C:15]([CH2:14][CH2:13][CH2:12][CH2:11][CH2:10][CH2:9][CH2:8][CH2:7][CH2:6][CH2:5][CH2:4][CH2:3][CH2:2][CH2:1][C:18]([O:20][CH2:39][C:29]1[CH:34]=[CH:33][CH:32]=[CH:31][CH:30]=1)=[O:19])=[O:17])[C:22]1[CH:27]=[CH:26][CH:25]=[CH:24][CH:23]=1. (4) Given the reactants C([O:3][C:4]([C:6]1[C:14]2[CH2:13][CH2:12][N:11]([C:15]3[CH:20]=[CH:19][C:18]([N:21]4[CH2:26][CH2:25][CH2:24][CH2:23][C:22]4=[O:27])=[CH:17][CH:16]=3)[C:10](=[O:28])[C:9]=2[N:8]([C:29]2[CH:34]=[CH:33][C:32]([O:35][CH3:36])=[CH:31][CH:30]=2)[N:7]=1)=O)C.C([NH2:39])=O.C[O-].[Na+].O, predict the reaction product. The product is: [CH3:36][O:35][C:32]1[CH:33]=[CH:34][C:29]([N:8]2[N:7]=[C:6]([C:4]([NH2:39])=[O:3])[C:14]3[CH2:13][CH2:12][N:11]([C:15]4[CH:20]=[CH:19][C:18]([N:21]5[C:22](=[O:27])[CH2:23][CH2:24][CH2:25][CH2:26]5)=[CH:17][CH:16]=4)[C:10](=[O:28])[C:9]2=3)=[CH:30][CH:31]=1. (5) Given the reactants [Cl:1][C:2]1[CH:7]=[CH:6][C:5]([S:8]([C:11]([C:16]2[CH:21]=[C:20]([F:22])[CH:19]=[CH:18][C:17]=2[F:23])([CH3:15])[CH2:12][CH:13]=C)(=[O:10])=[O:9])=[CH:4][CH:3]=1.I([O-])(=O)(=O)=[O:25].[Na+].[BH4-].[Na+], predict the reaction product. The product is: [Cl:1][C:2]1[CH:7]=[CH:6][C:5]([S:8]([C:11]([C:16]2[CH:21]=[C:20]([F:22])[CH:19]=[CH:18][C:17]=2[F:23])([CH3:15])[CH2:12][CH2:13][OH:25])(=[O:10])=[O:9])=[CH:4][CH:3]=1. (6) Given the reactants [CH3:1][O:2][C:3]1[CH:4]=[C:5]2[C:10](=[CH:11][C:12]=1[O:13][CH3:14])[N:9]=[CH:8][N:7]=[C:6]2[O:15][C:16]1[CH:22]=[CH:21][C:19]([NH2:20])=[C:18]([F:23])[CH:17]=1.ClC(Cl)(O[C:28](=[O:34])OC(Cl)(Cl)Cl)Cl.Cl.[CH2:37]([NH2:40])[C:38]#[CH:39].C(=O)([O-])O.[Na+], predict the reaction product. The product is: [CH3:1][O:2][C:3]1[CH:4]=[C:5]2[C:10](=[CH:11][C:12]=1[O:13][CH3:14])[N:9]=[CH:8][N:7]=[C:6]2[O:15][C:16]1[CH:22]=[CH:21][C:19]([NH:20][C:28]([NH:40][CH2:37][C:38]#[CH:39])=[O:34])=[C:18]([F:23])[CH:17]=1. (7) Given the reactants [CH2:1]([OH:6])[CH2:2][CH2:3][CH:4]=[CH2:5].[H-].[Na+].Cl[S:10]([N:13]=C=O)(=[O:12])=[O:11].C(O)=O, predict the reaction product. The product is: [S:10](=[O:12])(=[O:11])([O:6][CH2:1][CH2:2][CH2:3][CH:4]=[CH2:5])[NH2:13]. (8) Given the reactants [C:1]1([CH3:19])[CH:6]=[CH:5][CH:4]=[CH:3][C:2]=1[N:7]1[C:15]2[C:10](=[CH:11][CH:12]=[CH:13][CH:14]=2)[C:9]([C:16](O)=[O:17])=[CH:8]1.[NH2:20][CH2:21][C:22]1[C:23]([OH:30])=[N:24][C:25]([CH3:29])=[CH:26][C:27]=1[CH3:28].Cl.C([N:34]=C=NCCCN(C)C)C.ON1C2C=CC=CC=2N=N1.C(N(CC)CC)C, predict the reaction product. The product is: [OH:30][C:23]1[C:22]([CH2:21][NH:20][C:16]([C:9]2[C:10]3[C:15](=[CH:14][CH:13]=[CH:12][CH:11]=3)[N:7]([C:2]3[CH:3]=[CH:4][CH:5]=[CH:6][C:1]=3[CH3:19])[CH:8]=2)=[O:17])=[C:27]([CH3:28])[CH:26]=[C:25]([CH3:29])[N:24]=1.[C:1]1([CH3:19])[CH:6]=[CH:5][CH:4]=[CH:3][C:2]=1[N:7]1[C:15]2[C:10](=[CH:11][CH:12]=[CH:13][CH:14]=2)[C:9]([C:16]([NH2:34])=[O:17])=[CH:8]1.